Dataset: Full USPTO retrosynthesis dataset with 1.9M reactions from patents (1976-2016). Task: Predict the reactants needed to synthesize the given product. (1) Given the product [NH2:12][C:11]1[C:15]([OH:14])=[C:7]([S:4]([N:3]([O:21][CH3:22])[CH2:1][CH3:2])(=[O:6])=[O:5])[C:8]([Cl:20])=[CH:9][CH:10]=1, predict the reactants needed to synthesize it. The reactants are: [CH2:1]([N:3]([O:21][CH3:22])[S:4]([C:7]1[C:15]2[O:14]C(C(C)(C)C)=[N:12][C:11]=2[CH:10]=[CH:9][C:8]=1[Cl:20])(=[O:6])=[O:5])[CH3:2].S(=O)(=O)(O)O.O. (2) Given the product [NH2:23][CH2:22][C:13]1([OH:24])[C:12]2[CH:29]=[C:8]([F:7])[CH:9]=[CH:10][C:11]=2[S:17][C:16]2[CH:18]=[CH:19][CH:20]=[CH:21][C:15]=2[CH2:14]1, predict the reactants needed to synthesize it. The reactants are: [H-].[H-].[H-].[H-].[Li+].[Al+3].[F:7][C:8]1[CH:9]=[CH:10][C:11]2[S:17][C:16]3[CH:18]=[CH:19][CH:20]=[CH:21][C:15]=3[CH2:14][C:13]([O:24][Si](C)(C)C)([C:22]#[N:23])[C:12]=2[CH:29]=1. (3) Given the product [NH2:1][C:2]1[C:3]2[N:4]([C:8]([CH:20]3[CH2:23][CH2:22][CH2:21]3)=[N:9][C:10]=2[C:11]2[CH:12]=[CH:13][C:14]([OH:24])=[CH:15][CH:18]=2)[CH:5]=[CH:6][N:7]=1, predict the reactants needed to synthesize it. The reactants are: [NH2:1][C:2]1[C:3]2[N:4]([C:8]([CH:20]3[CH2:23][CH2:22][CH2:21]3)=[N:9][C:10]=2[C:11]2[CH:12]=[CH:13][C:14](F)=[C:15]([CH:18]=2)C#N)[CH:5]=[CH:6][N:7]=1.[OH:24]OB(C1C=CC=CC=1)O. (4) The reactants are: FC(F)(F)C(O)=O.[Br:8][C:9]1[CH:10]=[C:11]([CH:15]2[C:19]([C:22]3[CH:27]=[CH:26][C:25]([Cl:28])=[CH:24][C:23]=3[F:29])([C:20]#[N:21])[CH:18]([CH2:30][C:31]([CH3:34])([CH3:33])[CH3:32])[NH:17][CH:16]2[C:35]([OH:37])=O)[CH:12]=[CH:13][CH:14]=1.[NH2:38][C:39]1[CH:48]=[CH:47][C:42]([C:43]([O:45][CH3:46])=[O:44])=[CH:41][CH:40]=1.CN(C(ON1N=NC2C=CC=NC1=2)=[N+](C)C)C.F[P-](F)(F)(F)(F)F.CCN(C(C)C)C(C)C. Given the product [CH3:46][O:45][C:43](=[O:44])[C:42]1[CH:47]=[CH:48][C:39]([NH:38][C:35]([C@H:16]2[C@H:15]([C:11]3[CH:12]=[CH:13][CH:14]=[C:9]([Br:8])[CH:10]=3)[C@:19]([C:22]3[CH:27]=[CH:26][C:25]([Cl:28])=[CH:24][C:23]=3[F:29])([C:20]#[N:21])[C@H:18]([CH2:30][C:31]([CH3:32])([CH3:34])[CH3:33])[NH:17]2)=[O:37])=[CH:40][CH:41]=1, predict the reactants needed to synthesize it. (5) Given the product [O:1]1[C:5]2([CH2:10][CH2:9][CH:8]([C:11]3[N:16]=[CH:15][C:14]([NH:17][C:20](=[O:21])[C:19]([F:30])([F:29])[F:18])=[CH:13][CH:12]=3)[CH2:7][CH2:6]2)[O:4][CH2:3][CH2:2]1, predict the reactants needed to synthesize it. The reactants are: [O:1]1[C:5]2([CH2:10][CH2:9][CH:8]([C:11]3[N:16]=[CH:15][C:14]([NH2:17])=[CH:13][CH:12]=3)[CH2:7][CH2:6]2)[O:4][CH2:3][CH2:2]1.[F:18][C:19]([F:30])([F:29])[C:20](O[C:20](=[O:21])[C:19]([F:30])([F:29])[F:18])=[O:21]. (6) Given the product [CH2:1]([NH:8][C:9]1[CH:14]=[CH:13][C:12]([C:15]2[CH:16]([CH3:21])[CH2:17][C:18](=[O:19])[NH:27][N:28]=2)=[CH:11][C:10]=1[N+:23]([O-:25])=[O:24])[C:2]1[CH:7]=[CH:6][CH:5]=[CH:4][CH:3]=1, predict the reactants needed to synthesize it. The reactants are: [CH2:1]([NH:8][C:9]1[CH:14]=[CH:13][C:12]([C:15](=O)[CH:16]([CH3:21])[CH2:17][C:18](O)=[O:19])=[CH:11][C:10]=1[N+:23]([O-:25])=[O:24])[C:2]1[CH:7]=[CH:6][CH:5]=[CH:4][CH:3]=1.O.[NH2:27][NH2:28].C(O)(=O)C. (7) Given the product [CH:2]1([CH2:5][O:6][C:7]2[CH:12]=[C:11]([F:13])[C:10]([O:14][CH3:15])=[CH:9][C:8]=2[C:16]2[CH:21]=[CH:20][N:19]=[C:18]3[C:22]([C:26]([NH:28][C@@H:29]4[CH2:34][CH2:33][N:32]([C:39](=[O:40])[CH2:38][O:37][CH3:36])[CH2:31][C@H:30]4[OH:35])=[O:27])=[C:23]([CH3:25])[NH:24][C:17]=23)[CH2:4][CH2:3]1, predict the reactants needed to synthesize it. The reactants are: Cl.[CH:2]1([CH2:5][O:6][C:7]2[CH:12]=[C:11]([F:13])[C:10]([O:14][CH3:15])=[CH:9][C:8]=2[C:16]2[CH:21]=[CH:20][N:19]=[C:18]3[C:22]([C:26]([NH:28][C@@H:29]4[CH2:34][CH2:33][NH:32][CH2:31][C@H:30]4[OH:35])=[O:27])=[C:23]([CH3:25])[NH:24][C:17]=23)[CH2:4][CH2:3]1.[CH3:36][O:37][CH2:38][C:39](Cl)=[O:40].